From a dataset of Full USPTO retrosynthesis dataset with 1.9M reactions from patents (1976-2016). Predict the reactants needed to synthesize the given product. Given the product [CH2:1]([O:3][C:4](=[O:9])[CH2:5][CH2:6][CH2:7][O:10][N:11]1[C:15](=[O:16])[C:14]2[C:13](=[CH:20][CH:19]=[CH:18][CH:17]=2)[C:12]1=[O:21])[CH3:2], predict the reactants needed to synthesize it. The reactants are: [CH2:1]([O:3][C:4](=[O:9])[CH2:5][CH2:6][CH2:7]Br)[CH3:2].[OH:10][N:11]1[C:15](=[O:16])[C:14]2=[CH:17][CH:18]=[CH:19][CH:20]=[C:13]2[C:12]1=[O:21].CCN(C(C)C)C(C)C.[Cl-].[NH4+].